From a dataset of Reaction yield outcomes from USPTO patents with 853,638 reactions. Predict the reaction yield, written as a fraction of the theoretical maximum amount of product (1.0 means a 100% yield; for example, 0.34 means a 34% yield). (1) The reactants are C[O:2][C:3]([CH:5]1[CH:9]([O:10][Si:11]([C:14]([CH3:17])([CH3:16])[CH3:15])([CH3:13])[CH3:12])[CH2:8][CH2:7][N:6]1[C:18]([O:20][C:21]([CH3:24])([CH3:23])[CH3:22])=[O:19])=O.[Li+].[BH4-]. The catalyst is C1COCC1.CO. The product is [C:21]([O:20][C:18]([N:6]1[CH2:7][CH2:8][CH:9]([O:10][Si:11]([C:14]([CH3:17])([CH3:16])[CH3:15])([CH3:13])[CH3:12])[CH:5]1[CH2:3][OH:2])=[O:19])([CH3:24])([CH3:23])[CH3:22]. The yield is 0.870. (2) The reactants are [CH3:1][NH:2][C:3]([C:5]1[CH:10]=[C:9]([O:11][C:12]2[CH:17]=[CH:16][C:15]([NH2:18])=[C:14]([F:19])[CH:13]=2)[CH:8]=[CH:7][N:6]=1)=[O:4].[Cl:20][C:21]1[CH:26]=[CH:25][C:24]([N:27]=[C:28]=[O:29])=[CH:23][C:22]=1[C:30]([F:33])([F:32])[F:31]. The catalyst is C1(C)C=CC=CC=1. The product is [CH3:1][NH:2][C:3]([C:5]1[CH:10]=[C:9]([O:11][C:12]2[CH:17]=[CH:16][C:15]([NH:18][C:28]([NH:27][C:24]3[CH:25]=[CH:26][C:21]([Cl:20])=[C:22]([C:30]([F:32])([F:31])[F:33])[CH:23]=3)=[O:29])=[C:14]([F:19])[CH:13]=2)[CH:8]=[CH:7][N:6]=1)=[O:4]. The yield is 0.470. (3) The reactants are [CH3:1][C:2]1[CH:7]=[CH:6][C:5]([CH3:8])=[CH:4][C:3]=1[CH2:9][C:10]([OH:12])=O.C(N(C(C)C)CC)(C)C.F[B-](F)(F)F.N1(OC(N(C)C)=[N+](C)C)C2C=CC=CC=2N=N1.[CH2:44]([O:46][C:47]([C:49]1[N:50]=[C:51]([CH:54]2[CH2:59][CH2:58][NH:57][CH2:56][CH2:55]2)[S:52][CH:53]=1)=[O:48])[CH3:45]. The catalyst is CN(C=O)C. The product is [CH2:44]([O:46][C:47]([C:49]1[N:50]=[C:51]([CH:54]2[CH2:59][CH2:58][N:57]([C:10](=[O:12])[CH2:9][C:3]3[CH:4]=[C:5]([CH3:8])[CH:6]=[CH:7][C:2]=3[CH3:1])[CH2:56][CH2:55]2)[S:52][CH:53]=1)=[O:48])[CH3:45]. The yield is 0.980. (4) The reactants are Cl[C:2]1[N:10]=[CH:9][N:8]=[C:7]2[C:3]=1[N:4]=[CH:5][N:6]2[CH:11]1[CH2:16][CH2:15][CH2:14][CH2:13][O:12]1.O.[F:18][C:19]1[C:24](B(O)O)=[CH:23][CH:22]=[CH:21][N:20]=1.O.C(=O)([O-])[O-].[Na+].[Na+]. The catalyst is O1CCOCC1.Cl[Pd]Cl. The product is [F:18][C:19]1[C:24]([C:2]2[N:10]=[CH:9][N:8]=[C:7]3[C:3]=2[N:4]=[CH:5][N:6]3[CH:11]2[CH2:16][CH2:15][CH2:14][CH2:13][O:12]2)=[CH:23][CH:22]=[CH:21][N:20]=1. The yield is 0.530. (5) The reactants are Br[C:2]1[CH:3]=[CH:4][C:5]([N+:8]([O-:10])=[O:9])=[N:6][CH:7]=1.[Cl:11][C:12]1[CH:17]=[CH:16][C:15]([OH:18])=[CH:14][C:13]=1[C:19]([F:22])([F:21])[F:20].C(=O)([O-])[O-].[K+].[K+].CCOC(C)=O. The catalyst is C(#N)C.O. The product is [Cl:11][C:12]1[CH:17]=[CH:16][C:15]([O:18][C:2]2[CH:3]=[CH:4][C:5]([N+:8]([O-:10])=[O:9])=[N:6][CH:7]=2)=[CH:14][C:13]=1[C:19]([F:20])([F:21])[F:22]. The yield is 0.328.